This data is from Full USPTO retrosynthesis dataset with 1.9M reactions from patents (1976-2016). The task is: Predict the reactants needed to synthesize the given product. (1) Given the product [Cl:1][C:2]1[CH:7]=[CH:6][C:5]([C@H:8]2[C@H:13]([OH:14])[C@@H:12]([OH:15])[C@H:11]([OH:16])[C:10](=[CH2:17])[O:9]2)=[CH:4][C:3]=1[CH2:19][C:20]1[CH:21]=[CH:22][C:23]([O:26][CH2:27][CH3:28])=[CH:24][CH:25]=1, predict the reactants needed to synthesize it. The reactants are: [Cl:1][C:2]1[CH:7]=[CH:6][C:5]([C@H:8]2[C@H:13]([OH:14])[C@@H:12]([OH:15])[C@H:11]([OH:16])[C@@H:10]([CH2:17]I)[O:9]2)=[CH:4][C:3]=1[CH2:19][C:20]1[CH:25]=[CH:24][C:23]([O:26][CH2:27][CH3:28])=[CH:22][CH:21]=1.C[O-].[Na+]. (2) The reactants are: [CH2:1]([N:8]1[C:12]2[CH:13]=[C:14]([OH:17])[CH:15]=[CH:16][C:11]=2[N:10]=[C:9]1[NH2:18])[C:2]1[CH:7]=[CH:6][CH:5]=[CH:4][CH:3]=1.[O:19](C(OC(C)(C)C)=O)[C:20]([O:22][C:23]([CH3:26])([CH3:25])[CH3:24])=O.[OH-].[Na+]. Given the product [CH2:1]([N:8]1[C:12]2[CH:13]=[C:14]([OH:17])[CH:15]=[CH:16][C:11]=2[N:10]=[C:9]1[NH:18][C:20]([O:22][C:23]([CH3:26])([CH3:25])[CH3:24])=[O:19])[C:2]1[CH:3]=[CH:4][CH:5]=[CH:6][CH:7]=1, predict the reactants needed to synthesize it. (3) Given the product [CH2:7]([NH:8][CH:11]([CH3:12])[CH2:10][F:9])[C:1]1[CH:6]=[CH:5][CH:4]=[CH:3][CH:2]=1, predict the reactants needed to synthesize it. The reactants are: [C:1]1([CH2:7][NH2:8])[CH:6]=[CH:5][CH:4]=[CH:3][CH:2]=1.[F:9][CH2:10][C:11](=O)[CH3:12].[BH-](OC(C)=O)(OC(C)=O)OC(C)=O.[Na+].CC(O)=O. (4) Given the product [Cl:13][C:14]1[CH:19]=[C:18]([S:20]([C:23]2[CH:24]=[CH:25][C:26]([C:29](=[O:31])[NH:45][CH2:44][CH2:42][OH:43])=[CH:27][CH:28]=2)(=[O:21])=[O:22])[CH:17]=[CH:16][C:15]=1[NH:32][C:33](=[O:41])[C@:34]([OH:40])([CH3:39])[C:35]([F:37])([F:36])[F:38], predict the reactants needed to synthesize it. The reactants are: C(N1C=CN=C1)(N1C=CN=C1)=O.[Cl:13][C:14]1[CH:19]=[C:18]([S:20]([C:23]2[CH:28]=[CH:27][C:26]([C:29]([OH:31])=O)=[CH:25][CH:24]=2)(=[O:22])=[O:21])[CH:17]=[CH:16][C:15]=1[NH:32][C:33](=[O:41])[C@:34]([OH:40])([CH3:39])[C:35]([F:38])([F:37])[F:36].[CH2:42]([CH2:44][NH2:45])[OH:43]. (5) Given the product [CH3:31][O:30][C:23]1[C:24]([O:28][CH3:29])=[CH:25][CH:26]=[CH:27][C:22]=1[C:21]1[C:15]2[O:14][CH:13]([CH2:12][NH:34][CH3:33])[CH2:17][C:16]=2[CH:18]=[C:19]([F:32])[CH:20]=1, predict the reactants needed to synthesize it. The reactants are: CC1C=CC(S(O[CH2:12][CH:13]2[CH2:17][C:16]3[CH:18]=[C:19]([F:32])[CH:20]=[C:21]([C:22]4[CH:27]=[CH:26][CH:25]=[C:24]([O:28][CH3:29])[C:23]=4[O:30][CH3:31])[C:15]=3[O:14]2)(=O)=O)=CC=1.[CH3:33][NH2:34].